This data is from Forward reaction prediction with 1.9M reactions from USPTO patents (1976-2016). The task is: Predict the product of the given reaction. (1) Given the reactants [H-].[Na+:2].C1(C)C=CC=CC=1.[O:10]1[CH:15]([CH2:16][OH:17])[CH2:14][O:13][C:12]2=[CH:18][S:19][CH:20]=[C:11]12.[CH3:21][CH:22]1[S:26](=[O:28])(=[O:27])[O:25][CH2:24][CH2:23]1, predict the reaction product. The product is: [O:10]1[CH:15]([CH2:16][O:17][CH2:24][CH2:23][CH:22]([CH3:21])[S:26]([O-:28])(=[O:27])=[O:25])[CH2:14][O:13][C:12]2=[CH:18][S:19][CH:20]=[C:11]12.[Na+:2]. (2) Given the reactants C[O:2][C:3](=[O:19])[CH2:4][C:5]1[C:9]2[C:10]([C:15]([F:18])([F:17])[F:16])=[CH:11][C:12]([OH:14])=[CH:13][C:8]=2[S:7][CH:6]=1.[CH3:20][C:21]1[C:26]([CH2:27]O)=[CH:25][CH:24]=[C:23]([CH3:29])[N:22]=1.C1CCN(C(N=NC(N2CCCCC2)=O)=O)CC1.C(P(CCCC)CCCC)CCC, predict the reaction product. The product is: [CH3:20][C:21]1[C:26]([CH2:27][O:14][C:12]2[CH:11]=[C:10]([C:15]([F:18])([F:17])[F:16])[C:9]3[C:5]([CH2:4][C:3]([OH:2])=[O:19])=[CH:6][S:7][C:8]=3[CH:13]=2)=[CH:25][CH:24]=[C:23]([CH3:29])[N:22]=1. (3) Given the reactants Br[C:2]1[CH:10]=[CH:9][CH:8]=[C:7]2[C:3]=1[CH2:4][CH2:5][C:6]2=[O:11].[C:12]1(B(O)O)[CH:17]=[CH:16][CH:15]=[CH:14][CH:13]=1.C([O-])([O-])=O.[K+].[K+], predict the reaction product. The product is: [C:12]1([C:2]2[CH:10]=[CH:9][CH:8]=[C:7]3[C:3]=2[CH2:4][CH2:5][C:6]3=[O:11])[CH:17]=[CH:16][CH:15]=[CH:14][CH:13]=1. (4) Given the reactants [Br:1][C:2]1[CH:3]=[CH:4][C:5]([F:22])=[C:6]([C@@:8]2([CH3:21])[NH:17][C:16](=O)[C:11]3([CH2:15][CH:14]=[CH:13][CH2:12]3)[S:10](=[O:20])(=[O:19])[CH2:9]2)[CH:7]=1.COC1C=CC(P2(SP(C3C=CC(OC)=CC=3)(=S)S2)=[S:32])=CC=1.C([O-])(O)=O.[Na+], predict the reaction product. The product is: [Br:1][C:2]1[CH:3]=[CH:4][C:5]([F:22])=[C:6]([C@@:8]2([CH3:21])[NH:17][C:16](=[S:32])[C:11]3([CH2:15][CH:14]=[CH:13][CH2:12]3)[S:10](=[O:20])(=[O:19])[CH2:9]2)[CH:7]=1. (5) Given the reactants [N+]([C:4]1[CH:5]=[C:6]([CH3:11])[N+:7]([O-:10])=[CH:8][CH:9]=1)([O-])=O.C([Cl:15])(=O)C, predict the reaction product. The product is: [Cl:15][C:4]1[CH:9]=[CH:8][N+:7]([O-:10])=[C:6]([CH3:11])[CH:5]=1. (6) Given the reactants [F:1][C:2]1[CH:7]=[CH:6][C:5]([C:8]2([C:14]#[N:15])[CH2:13][CH2:12][NH:11][CH2:10][CH2:9]2)=[CH:4][CH:3]=1.C(N(CC)CC)C.[C:23](Cl)(=[O:25])[CH3:24].C([O-])(O)=O.[Na+], predict the reaction product. The product is: [O:25]=[C:23]([N:11]1[CH2:12][CH2:13][C:8]([C:5]2[CH:6]=[CH:7][C:2]([F:1])=[CH:3][CH:4]=2)([C:14]#[N:15])[CH2:9][CH2:10]1)[CH3:24]. (7) Given the reactants CN(C(ON1N=NC2C=CC=NC1=2)=[N+](C)C)C.F[P-](F)(F)(F)(F)F.CCN(C(C)C)C(C)C.[NH2:34][C:35]1[N:40]=[CH:39][C:38]([C:41]2[CH:49]=[CH:48][C:44]([C:45](O)=[O:46])=[C:43]([CH3:50])[CH:42]=2)=[CH:37][C:36]=1[C:51]1[N:52]=[N:53][N:54]([CH:56]([CH3:58])[CH3:57])[CH:55]=1.[NH:59]1[CH2:64][CH2:63][O:62][CH2:61][CH2:60]1, predict the reaction product. The product is: [NH2:34][C:35]1[N:40]=[CH:39][C:38]([C:41]2[CH:49]=[CH:48][C:44]([C:45]([N:59]3[CH2:64][CH2:63][O:62][CH2:61][CH2:60]3)=[O:46])=[C:43]([CH3:50])[CH:42]=2)=[CH:37][C:36]=1[C:51]1[N:52]=[N:53][N:54]([CH:56]([CH3:58])[CH3:57])[CH:55]=1.